This data is from Full USPTO retrosynthesis dataset with 1.9M reactions from patents (1976-2016). The task is: Predict the reactants needed to synthesize the given product. The reactants are: [CH3:1][O:2][C:3]1[CH:11]=[CH:10][C:6]([C:7](O)=[O:8])=[CH:5][C:4]=1[O:12][C:13]([F:16])([F:15])[F:14].C(Cl)(=O)C([Cl:20])=O. Given the product [CH3:1][O:2][C:3]1[CH:11]=[CH:10][C:6]([C:7]([Cl:20])=[O:8])=[CH:5][C:4]=1[O:12][C:13]([F:16])([F:15])[F:14], predict the reactants needed to synthesize it.